From a dataset of Forward reaction prediction with 1.9M reactions from USPTO patents (1976-2016). Predict the product of the given reaction. (1) Given the reactants Cl[S:2]([C:5]1[CH:6]=[C:7]([CH:11]=[CH:12][CH:13]=1)[C:8]([OH:10])=[O:9])(=[O:4])=[O:3].[CH:14]([NH2:18])([CH2:16][CH3:17])[CH3:15], predict the reaction product. The product is: [CH:14]([NH:18][S:2]([C:5]1[CH:6]=[C:7]([CH:11]=[CH:12][CH:13]=1)[C:8]([OH:10])=[O:9])(=[O:4])=[O:3])([CH2:16][CH3:17])[CH3:15]. (2) The product is: [CH:1]1([N:7]2[C:11]3[CH:12]=[CH:13][C:14]([C:16]([OH:18])=[O:17])=[CH:15][C:10]=3[N:9]=[C:8]2[C:19]2[CH:20]=[C:21]3[C:26](=[CH:27][CH:28]=2)[N:25]=[C:24]([C:29]2[C:34]([C:58]4[CH:59]=[CH:60][C:55]([N+:52]([O-:54])=[O:53])=[CH:56][CH:57]=4)=[CH:33][CH:32]=[C:31]([C:45]([N:47]4[CH2:51][CH2:50][CH2:49][CH2:48]4)=[O:46])[CH:30]=2)[CH:23]=[CH:22]3)[CH2:6][CH2:5][CH2:4][CH2:3][CH2:2]1. Given the reactants [CH:1]1([N:7]2[C:11]3[CH:12]=[CH:13][C:14]([C:16]([OH:18])=[O:17])=[CH:15][C:10]=3[N:9]=[C:8]2[C:19]2[CH:20]=[C:21]3[C:26](=[CH:27][CH:28]=2)[N:25]=[C:24]([C:29]2[C:34](C4C=CC(OC)=C(OC)C=4)=[CH:33][CH:32]=[C:31]([C:45]([N:47]4[CH2:51][CH2:50][CH2:49][CH2:48]4)=[O:46])[CH:30]=2)[CH:23]=[CH:22]3)[CH2:6][CH2:5][CH2:4][CH2:3][CH2:2]1.[N+:52]([C:55]1[CH:60]=[CH:59][C:58](B(O)O)=[CH:57][CH:56]=1)([O-:54])=[O:53], predict the reaction product. (3) Given the reactants [C@H:1]12[CH2:8][CH2:7][C@H:4]([CH:5]=[CH:6]1)[CH2:3][CH:2]2[C:9]1([CH3:25])[NH:13][C:12](=[O:14])[N:11]([CH2:15][C:16](=[O:23])[C:17]2[CH:22]=[CH:21][CH:20]=[CH:19][CH:18]=2)[C:10]1=[O:24].[CH3:26]I, predict the reaction product. The product is: [C@H:1]12[CH2:8][CH2:7][C@H:4]([CH:5]=[CH:6]1)[CH2:3][CH:2]2[C:9]1([CH3:25])[N:13]([CH3:26])[C:12](=[O:14])[N:11]([CH2:15][C:16](=[O:23])[C:17]2[CH:18]=[CH:19][CH:20]=[CH:21][CH:22]=2)[C:10]1=[O:24]. (4) Given the reactants [F:1][C:2]([F:11])([F:10])[C:3]1[CH:8]=[CH:7][C:6]([OH:9])=[CH:5][CH:4]=1.Br[CH2:13][C:14]#[N:15].C(=O)([O-])[O-].[Na+].[Na+].[I-].[Na+], predict the reaction product. The product is: [F:1][C:2]([F:10])([F:11])[C:3]1[CH:4]=[CH:5][C:6]([O:9][CH2:13][C:14]#[N:15])=[CH:7][CH:8]=1.